The task is: Predict which catalyst facilitates the given reaction.. This data is from Catalyst prediction with 721,799 reactions and 888 catalyst types from USPTO. (1) Reactant: N#N.[CH3:3][O:4][CH2:5][C:6]1[S:7][CH:8]=[C:9]([CH2:11][N:12]2[N:16]=[C:15]([N+:17]([O-])=O)[CH:14]=[N:13]2)[N:10]=1.[NH4+].[Cl-]. Product: [CH3:3][O:4][CH2:5][C:6]1[S:7][CH:8]=[C:9]([CH2:11][N:12]2[N:16]=[C:15]([NH2:17])[CH:14]=[N:13]2)[N:10]=1. The catalyst class is: 314. (2) Reactant: [O:1]1[C:5]2[CH:6]=[CH:7][CH:8]=[CH:9][C:4]=2[N:3]=[C:2]1[C:10]1[CH:11]=[CH:12][C:13]([NH:17][CH:18]2[CH2:23][CH2:22][O:21][CH2:20][CH2:19]2)=[C:14]([CH:16]=1)[NH2:15].[Cl:24][C:25]1[CH:26]=[C:27]([CH:30]=[CH:31][CH:32]=1)[CH:28]=O.OOS([O-])=O.[K+].C(=O)([O-])[O-].[K+].[K+]. Product: [O:1]1[C:5]2[CH:6]=[CH:7][CH:8]=[CH:9][C:4]=2[N:3]=[C:2]1[C:10]1[CH:11]=[CH:12][C:13]2[N:17]([CH:18]3[CH2:23][CH2:22][O:21][CH2:20][CH2:19]3)[C:28]([C:27]3[CH:30]=[CH:31][CH:32]=[C:25]([Cl:24])[CH:26]=3)=[N:15][C:14]=2[CH:16]=1. The catalyst class is: 9. (3) Reactant: [O:1]=[S:2]1(=[O:32])[CH:6]=[CH:5][C:4]2[CH:7]=[C:8]([C:11]3[CH:31]=[CH:30][C:14]([O:15][CH2:16][CH:17]4[CH2:22][CH2:21][N:20]([C:23]([O:25][C:26]([CH3:29])([CH3:28])[CH3:27])=[O:24])[CH2:19][CH2:18]4)=[CH:13][CH:12]=3)[CH:9]=[CH:10][C:3]1=2.[H][H]. Product: [O:32]=[S:2]1(=[O:1])[CH2:6][CH2:5][C:4]2[CH:7]=[C:8]([C:11]3[CH:12]=[CH:13][C:14]([O:15][CH2:16][CH:17]4[CH2:18][CH2:19][N:20]([C:23]([O:25][C:26]([CH3:27])([CH3:28])[CH3:29])=[O:24])[CH2:21][CH2:22]4)=[CH:30][CH:31]=3)[CH:9]=[CH:10][C:3]1=2. The catalyst class is: 242. (4) Reactant: [C:1]([O:5][C:6]([NH:8][C@@H:9]([C:14](=O)[CH3:15])[C:10]([O:12]C)=O)=[O:7])([CH3:4])([CH3:3])[CH3:2].[CH:17]1([NH:21][NH:22][CH3:23])[CH2:20][CH2:19][CH2:18]1.C([O-])(=O)C.[Na+]. Product: [CH:17]1([N:21]2[C:10](=[O:12])[C:9]([NH:8][C:6](=[O:7])[O:5][C:1]([CH3:2])([CH3:3])[CH3:4])=[C:14]([CH3:15])[N:22]2[CH3:23])[CH2:20][CH2:19][CH2:18]1. The catalyst class is: 161.